This data is from Forward reaction prediction with 1.9M reactions from USPTO patents (1976-2016). The task is: Predict the product of the given reaction. (1) Given the reactants [N+:1]([C:4]1[S:8][C:7]([C:9](Cl)=[O:10])=[CH:6][CH:5]=1)([O-:3])=[O:2].[C:12]1([C:18]2[CH:25]=[CH:24][C:21]([CH2:22][NH2:23])=[CH:20][CH:19]=2)[CH:17]=[CH:16][CH:15]=[CH:14][CH:13]=1.C(N(CC)CC)C, predict the reaction product. The product is: [C:18]1([C:12]2[CH:13]=[CH:14][CH:15]=[CH:16][CH:17]=2)[CH:19]=[CH:20][C:21]([CH2:22][NH:23][C:9]([C:7]2[S:8][C:4]([N+:1]([O-:3])=[O:2])=[CH:5][CH:6]=2)=[O:10])=[CH:24][CH:25]=1. (2) Given the reactants [CH2:1]([OH:6])[C:2]([F:5])([F:4])[F:3].C(N(CC)CC)C.[C:14](Cl)(=[O:16])[CH3:15].O, predict the reaction product. The product is: [C:14]([O:6][CH2:1][C:2]([F:5])([F:4])[F:3])(=[O:16])[CH3:15].